Dataset: Retrosynthesis with 50K atom-mapped reactions and 10 reaction types from USPTO. Task: Predict the reactants needed to synthesize the given product. (1) Given the product O=C1c2c(ccnc2Cl)CCN1Cc1ccc(F)c(F)c1, predict the reactants needed to synthesize it. The reactants are: Fc1ccc(CBr)cc1F.O=C1NCCc2ccnc(Cl)c21. (2) Given the product CCCCCCC=CC#Cc1ccccc1, predict the reactants needed to synthesize it. The reactants are: C#Cc1ccccc1.CCCCCC/C=C\I. (3) Given the product Cc1cnc(N2CCN(C(=O)c3c(F)cc(N4C(=O)CC[C@@H]4CO)cc3F)CC2)c(C)c1, predict the reactants needed to synthesize it. The reactants are: Cc1cnc(N2CCN(C(=O)c3c(F)cc(Br)cc3F)CC2)c(C)c1.O=C1CC[C@H](CO)N1. (4) The reactants are: O=C(c1ccccc1)c1cccc(Cl)c1. Given the product OC(c1ccccc1)c1cccc(Cl)c1, predict the reactants needed to synthesize it. (5) Given the product CCc1nn(Cc2ccc(C(=O)N3CCCC3)cc2)c2c1CCCC2, predict the reactants needed to synthesize it. The reactants are: C1CCNC1.CCc1nn(Cc2ccc(C(=O)O)cc2)c2c1CCCC2.